From a dataset of Full USPTO retrosynthesis dataset with 1.9M reactions from patents (1976-2016). Predict the reactants needed to synthesize the given product. Given the product [CH2:25]([C:19]1[CH:20]=[CH:21][C:22]([F:24])=[C:23]2[C:18]=1[CH2:17][CH2:16][C@H:15]2[O:14][C:12]1[CH:11]=[CH:10][C:9]2[C@H:5]([CH2:4][C:3]([OH:32])=[O:2])[CH2:6][O:7][C:8]=2[CH:13]=1)[C:26]1[CH:31]=[CH:30][CH:29]=[CH:28][CH:27]=1, predict the reactants needed to synthesize it. The reactants are: C[O:2][C:3](=[O:32])[CH2:4][C@H:5]1[C:9]2[CH:10]=[CH:11][C:12]([O:14][C@H:15]3[C:23]4[C:18](=[C:19]([CH2:25][C:26]5[CH:31]=[CH:30][CH:29]=[CH:28][CH:27]=5)[CH:20]=[CH:21][C:22]=4[F:24])[CH2:17][CH2:16]3)=[CH:13][C:8]=2[O:7][CH2:6]1.[OH-].[Na+].Cl.CC#N.O.